This data is from Reaction yield outcomes from USPTO patents with 853,638 reactions. The task is: Predict the reaction yield, written as a fraction of the theoretical maximum amount of product (1.0 means a 100% yield; for example, 0.34 means a 34% yield). (1) The reactants are O[C:2]1[C:7]([I:8])=[CH:6][C:5]([N+:9]([O-:11])=[O:10])=[CH:4][N:3]=1.P(Cl)(Cl)(Cl)(Cl)[Cl:13].P(Cl)(Cl)(Cl)=O. The yield is 0.830. The product is [Cl:13][C:2]1[C:7]([I:8])=[CH:6][C:5]([N+:9]([O-:11])=[O:10])=[CH:4][N:3]=1. No catalyst specified. (2) The reactants are [N:12]1[C:13]2[C:8](=CC=[C:8]3[C:13]=2[N:12]=[CH:11][CH:10]=[CH:9]3)[CH:9]=[CH:10][CH:11]=1.[C:15]([O-:18])([O-])=O.[Cs+].[Cs+].I[C:22]1[CH:23]=NC=C[CH:27]=1. The catalyst is [Cu]I.C(O)CCC. The product is [CH2:15]([O:18][C:8]1[CH:13]=[N:12][CH:11]=[CH:10][CH:9]=1)[CH2:27][CH2:22][CH3:23]. The yield is 0.830. (3) The reactants are [C:1]12[C:7](=[CH:8][CH:9]=[CH:10][CH:11]=1)[NH:6]C(=O)O[C:2]2=[O:3].[CH3:13][NH2:14].O1CCCC1. The catalyst is O. The product is [NH2:6][C:7]1[CH:8]=[CH:9][CH:10]=[CH:11][C:1]=1[C:2]([NH:14][CH3:13])=[O:3]. The yield is 0.920. (4) The catalyst is C1C=CC(P(C2C=CC=CC=2)[C-]2C=CC=C2)=CC=1.C1C=CC(P(C2C=CC=CC=2)[C-]2C=CC=C2)=CC=1.Cl[Pd]Cl.[Fe+2].CS(C)=O. The yield is 0.870. The product is [CH3:21][C:18]1([CH3:20])[C:17]([CH3:22])([CH3:23])[O:16][B:15]([C:25]2[CH:26]=[C:27]([C:30](=[O:32])[CH3:31])[O:28][CH:29]=2)[O:19]1. The reactants are C([O-])(=O)C.[K+].[B:15]1([B:15]2[O:19][C:18]([CH3:21])([CH3:20])[C:17]([CH3:23])([CH3:22])[O:16]2)[O:19][C:18]([CH3:21])([CH3:20])[C:17]([CH3:23])([CH3:22])[O:16]1.Br[C:25]1[CH:26]=[C:27]([C:30](=[O:32])[CH3:31])[O:28][CH:29]=1.